From a dataset of Reaction yield outcomes from USPTO patents with 853,638 reactions. Predict the reaction yield, written as a fraction of the theoretical maximum amount of product (1.0 means a 100% yield; for example, 0.34 means a 34% yield). (1) The reactants are [CH3:1][C:2]1[CH:7]=[C:6]([CH2:8][CH:9]=[CH2:10])[CH:5]=[C:4]([CH3:11])[C:3]=1[NH:12][C:13]([NH:15][C:16]1[CH:17]=[C:18]([C:42]2[CH:47]=[CH:46][C:45]([O:48][CH3:49])=[CH:44][CH:43]=2)[CH:19]=[CH:20][C:21]=1[C:22]([NH:24][C@H:25]([C:32]([O:34]CC1C=CC=CC=1)=[O:33])[CH2:26][C:27]([O:29][CH2:30][CH3:31])=[O:28])=[O:23])=[O:14].[H][H]. The product is [CH3:1][C:2]1[CH:7]=[C:6]([CH2:8][CH2:9][CH3:10])[CH:5]=[C:4]([CH3:11])[C:3]=1[NH:12][C:13]([NH:15][C:16]1[CH:17]=[C:18]([C:42]2[CH:47]=[CH:46][C:45]([O:48][CH3:49])=[CH:44][CH:43]=2)[CH:19]=[CH:20][C:21]=1[C:22]([NH:24][C@@H:25]([CH2:26][C:27]([O:29][CH2:30][CH3:31])=[O:28])[C:32]([OH:34])=[O:33])=[O:23])=[O:14]. The yield is 0.490. The catalyst is CCO.C(OCC)(=O)C.[Pd]. (2) The reactants are [Cl:1][C:2]1[N:7]=[C:6]([NH2:8])[CH:5]=[C:4]([Cl:9])[N:3]=1.[C:10]([O:14][C:15](O[C:15]([O:14][C:10]([CH3:13])([CH3:12])[CH3:11])=[O:16])=[O:16])([CH3:13])([CH3:12])[CH3:11]. The catalyst is CN(C1C=CN=CC=1)C.ClCCl. The product is [Cl:1][C:2]1[N:7]=[C:6]([N:8]([C:15]([O:14][C:10]([CH3:13])([CH3:12])[CH3:11])=[O:16])[C:15]([O:14][C:10]([CH3:13])([CH3:12])[CH3:11])=[O:16])[CH:5]=[C:4]([Cl:9])[N:3]=1. The yield is 0.900. (3) The reactants are C[N:2](C)[CH:3]=[CH:4][C:5]([C:7]1[C:12](=[O:13])[CH:11]=[CH:10][N:9]([C:14]2[CH:19]=[CH:18][CH:17]=[C:16]([CH3:20])[CH:15]=2)[N:8]=1)=O.[C:22]1([NH:28]N)[CH:27]=[CH:26][CH:25]=[CH:24][CH:23]=1. The catalyst is CO. The product is [CH3:20][C:16]1[CH:15]=[C:14]([N:9]2[CH:10]=[CH:11][C:12](=[O:13])[C:7]([C:5]3[N:28]([C:22]4[CH:27]=[CH:26][CH:25]=[CH:24][CH:23]=4)[N:2]=[CH:3][CH:4]=3)=[N:8]2)[CH:19]=[CH:18][CH:17]=1. The yield is 0.0700. (4) The reactants are Cl[C:2]1[CH:3]=[C:4]([CH:9]=[CH:10][N:11]=1)[C:5]([O:7][CH3:8])=[O:6].[CH3:12][S:13]([C:16]1[CH:21]=[CH:20][C:19](B(O)O)=[CH:18][CH:17]=1)(=[O:15])=[O:14].C(=O)([O-])[O-].[K+].[K+].C(Cl)Cl. The catalyst is CO.Cl[Pd]Cl.O. The product is [CH3:12][S:13]([C:16]1[CH:21]=[CH:20][C:19]([C:2]2[CH:3]=[C:4]([CH:9]=[CH:10][N:11]=2)[C:5]([O:7][CH3:8])=[O:6])=[CH:18][CH:17]=1)(=[O:15])=[O:14]. The yield is 0.667. (5) The catalyst is C1COCC1.O. The reactants are [Br:1][C:2]1[CH:3]=[CH:4][C:5]2[C:11]3[S:12][C:13]([C:15]([N:17]([C:19]4[CH:20]=[C:21]([CH:25]=[CH:26][C:27]=4[Cl:28])[C:22](O)=[O:23])[CH3:18])=[O:16])=[CH:14][C:10]=3[CH2:9][CH2:8][O:7][C:6]=2[CH:29]=1.CCN=C=NCCCN(C)C.C1C=CC2N(O)N=NC=2C=1.CCN(C(C)C)C(C)C.Cl.[OH:61][CH:62]1[CH2:65][NH:64][CH2:63]1. The yield is 0.580. The product is [Br:1][C:2]1[CH:3]=[CH:4][C:5]2[C:11]3[S:12][C:13]([C:15]([N:17]([C:19]4[CH:20]=[C:21]([C:22]([N:64]5[CH2:65][CH:62]([OH:61])[CH2:63]5)=[O:23])[CH:25]=[CH:26][C:27]=4[Cl:28])[CH3:18])=[O:16])=[CH:14][C:10]=3[CH2:9][CH2:8][O:7][C:6]=2[CH:29]=1. (6) The catalyst is CC#N.C1COCC1. The reactants are [CH2:1]([C@:3]1([CH2:29][CH2:30][CH2:31][CH2:32][B:33]2[O:37][C:36]([CH3:39])([CH3:38])[C:35]([CH3:41])([CH3:40])[O:34]2)[C:8](=[O:9])[O:7][C@@H:6](C2C=CC=CC=2)[C@@H](C2C=CC=CC=2)[N:4]1[C:22]([O:24][C:25]([CH3:28])([CH3:27])[CH3:26])=[O:23])[CH3:2].C(=O)=O.N.[Li]. The yield is 0.710. The product is [C:25]([O:24][C:22]([NH:4][C@@:3]([CH2:1][CH3:2])([CH2:29][CH2:30][CH2:31][CH2:32][B:33]1[O:34][C:35]([CH3:41])([CH3:40])[C:36]([CH3:39])([CH3:38])[O:37]1)[C:8]([O:7][CH3:6])=[O:9])=[O:23])([CH3:28])([CH3:27])[CH3:26]. (7) The catalyst is O1CCOCC1.O. The reactants are [CH3:1][CH:2]1[CH2:6][CH2:5][CH2:4][N:3]1[C:7]1[N:12]=[C:11]([NH:13][C:14]2[C:15]3[N:16]([CH:30]=[CH:31][N:32]=3)[N:17]=[C:18]([C:20]3[CH:29]=[CH:28][C:23]([C:24]([O:26]C)=[O:25])=[CH:22][CH:21]=3)[CH:19]=2)[CH:10]=[CH:9][CH:8]=1.[OH-].[Na+]. The product is [CH3:1][CH:2]1[CH2:6][CH2:5][CH2:4][N:3]1[C:7]1[N:12]=[C:11]([NH:13][C:14]2[C:15]3[N:16]([CH:30]=[CH:31][N:32]=3)[N:17]=[C:18]([C:20]3[CH:29]=[CH:28][C:23]([C:24]([OH:26])=[O:25])=[CH:22][CH:21]=3)[CH:19]=2)[CH:10]=[CH:9][CH:8]=1. The yield is 0.870.